This data is from Reaction yield outcomes from USPTO patents with 853,638 reactions. The task is: Predict the reaction yield, written as a fraction of the theoretical maximum amount of product (1.0 means a 100% yield; for example, 0.34 means a 34% yield). (1) The reactants are [Cl:1][C:2]1[C:3]([CH3:42])=[N:4][O:5][C:6]=1[N:7](COCCOC)[S:8]([C:11]1[C:19]2[C:14](=[N:15][CH:16]=[CH:17][CH:18]=2)[S:13][C:12]=1[CH2:20][C:21]1[CH:26]=[C:25]2[O:27][CH2:28][O:29][C:24]2=[CH:23][C:22]=1[CH2:30][CH2:31][O:32]C(=O)C)(=[O:10])=[O:9].Cl. The catalyst is CO. The product is [Cl:1][C:2]1[C:3]([CH3:42])=[N:4][O:5][C:6]=1[NH:7][S:8]([C:11]1[C:19]2[C:14](=[N:15][CH:16]=[CH:17][CH:18]=2)[S:13][C:12]=1[CH2:20][C:21]1[CH:26]=[C:25]2[O:27][CH2:28][O:29][C:24]2=[CH:23][C:22]=1[CH2:30][CH2:31][OH:32])(=[O:9])=[O:10]. The yield is 0.840. (2) The reactants are Br[CH2:2][C@H:3]([C:5]1[CH:10]=[CH:9][C:8]([NH:11][S:12]([CH3:15])(=[O:14])=[O:13])=[CH:7][CH:6]=1)[OH:4].[I-].[Na+].[N-:18]=[N+:19]=[N-:20].[Na+].CS(C)=O. The catalyst is O. The product is [N:18]([CH2:2][C@@H:3]([C:5]1[CH:10]=[CH:9][C:8]([NH:11][S:12]([CH3:15])(=[O:14])=[O:13])=[CH:7][CH:6]=1)[OH:4])=[N+:19]=[N-:20]. The yield is 0.700. (3) The reactants are [Cl:1][C:2]1[CH:3]=[C:4]([NH2:20])[CH:5]=[C:6]([Cl:19])[C:7]=1[O:8][C:9]1[S:10][C:11]2[CH:17]=[C:16]([Cl:18])[CH:15]=[CH:14][C:12]=2[N:13]=1.Cl[C:22]1[CH:23]=[C:24]([S:32](Cl)(=[O:34])=[O:33])[CH:25]=[CH:26][C:27]=1[C:28]([F:31])([F:30])[F:29].O.[ClH:37]. The product is [Cl:37][C:25]1[CH:26]=[C:27]([C:28]([F:31])([F:30])[F:29])[CH:22]=[CH:23][C:24]=1[S:32]([NH:20][C:4]1[CH:3]=[C:2]([Cl:1])[C:7]([O:8][C:9]2[S:10][C:11]3[CH:17]=[C:16]([Cl:18])[CH:15]=[CH:14][C:12]=3[N:13]=2)=[C:6]([Cl:19])[CH:5]=1)(=[O:34])=[O:33]. The catalyst is N1C=CC=CC=1. The yield is 0.650. (4) The yield is 0.950. The reactants are [CH:1]1([NH2:7])[CH2:6][CH2:5][CH2:4][CH2:3][CH2:2]1.C([O:10][C:11]([C:13]1[C:14](=[O:32])[N:15]([CH2:25][C:26]2[CH:31]=[CH:30][CH:29]=[CH:28][CH:27]=2)[C:16]2[C:21]([C:22]=1[OH:23])=[CH:20][C:19]([CH3:24])=[CH:18][CH:17]=2)=O)C. The product is [CH:1]1([NH:7][C:11]([C:13]2[C:14](=[O:32])[N:15]([CH2:25][C:26]3[CH:27]=[CH:28][CH:29]=[CH:30][CH:31]=3)[C:16]3[C:21]([C:22]=2[OH:23])=[CH:20][C:19]([CH3:24])=[CH:18][CH:17]=3)=[O:10])[CH2:6][CH2:5][CH2:4][CH2:3][CH2:2]1. The catalyst is C1(C)C=CC=CC=1.O. (5) The reactants are Cl[C:2]1[N:7]=[C:6]([NH:8][CH2:9][C:10]2[CH:15]=[C:14]([O:16][CH3:17])[CH:13]=[C:12]([O:18][CH3:19])[CH:11]=2)[CH:5]=[N:4][CH:3]=1.[CH3:20][O:21][C:22]1[CH:27]=[C:26](B2OC(C)(C)C(C)(C)O2)[CH:25]=[CH:24][C:23]=1[OH:37]. No catalyst specified. The product is [CH3:19][O:18][C:12]1[CH:11]=[C:10]([CH:15]=[C:14]([O:16][CH3:17])[CH:13]=1)[CH2:9][NH:8][C:6]1[N:7]=[C:2]([C:26]2[CH:25]=[CH:24][C:23]([OH:37])=[C:22]([O:21][CH3:20])[CH:27]=2)[CH:3]=[N:4][CH:5]=1. The yield is 0.880. (6) The reactants are [O:1]1[C:6]2[CH:7]=[CH:8][C:9]([OH:11])=[CH:10][C:5]=2[O:4][CH2:3][CH2:2]1.C([Mg]Cl)(C)C.[Br:17][C:18]1[CH:26]=[CH:25][CH:24]=[C:23]2[C:19]=1[C:20](=[O:29])[C:21](=[O:28])[N:22]2[CH3:27].Cl. The catalyst is ClCCl. The product is [Br:17][C:18]1[CH:26]=[CH:25][CH:24]=[C:23]2[C:19]=1[C:20]([OH:29])([C:8]1[C:9]([OH:11])=[CH:10][C:5]3[O:4][CH2:3][CH2:2][O:1][C:6]=3[CH:7]=1)[C:21](=[O:28])[N:22]2[CH3:27]. The yield is 0.800. (7) The reactants are [CH3:1][NH:2][C:3](=[O:14])[C:4]1[CH:9]=[CH:8][C:7]([N+:10]([O-])=O)=[CH:6][C:5]=1[F:13]. The catalyst is C(OCC)(=O)C.C(O)(=O)C.[Fe]. The product is [CH3:1][NH:2][C:3](=[O:14])[C:4]1[CH:9]=[CH:8][C:7]([NH2:10])=[CH:6][C:5]=1[F:13]. The yield is 0.920. (8) The reactants are F[C:2]1[CH:9]=[CH:8][C:5]([CH:6]=[O:7])=[CH:4][CH:3]=1.[C:10]1([CH3:18])[CH:15]=[CH:14][CH:13]=[CH:12][C:11]=1[CH2:16][SH:17].C(=O)([O-])[O-].[Cs+].[Cs+].Cl. The catalyst is CN(C=O)C.O. The product is [CH3:18][C:10]1[CH:15]=[CH:14][CH:13]=[CH:12][C:11]=1[CH2:16][S:17][C:2]1[CH:9]=[CH:8][C:5]([CH:6]=[O:7])=[CH:4][CH:3]=1. The yield is 0.540. (9) The reactants are C(N(CC)CC)C.[CH3:8][S:9](Cl)(=[O:11])=[O:10].[Cl:13][C:14]1[CH:15]=[C:16]([C:20]2[O:24][N:23]=[C:22]([CH2:25][OH:26])[CH:21]=2)[CH:17]=[CH:18][CH:19]=1. The catalyst is ClCCl. The product is [Cl:13][C:14]1[CH:15]=[C:16]([C:20]2[O:24][N:23]=[C:22]([CH2:25][O:26][S:9]([CH3:8])(=[O:11])=[O:10])[CH:21]=2)[CH:17]=[CH:18][CH:19]=1. The yield is 1.00. (10) The reactants are [Cl:1][C:2]1[C:7]([CH:8]([OH:13])[C:9]([O:11][CH3:12])=[O:10])=[C:6]([CH3:14])[N:5]=[C:4]2[S:15][C:16]3[CH2:21][CH2:20][CH2:19][CH2:18][C:17]=3[C:3]=12.[Li+].C[Si]([N-][Si](C)(C)C)(C)C.I[CH2:33][CH3:34]. The catalyst is CN(C=O)C. The product is [Cl:1][C:2]1[C:7]([CH:8]([O:13][CH2:33][CH3:34])[C:9]([O:11][CH3:12])=[O:10])=[C:6]([CH3:14])[N:5]=[C:4]2[S:15][C:16]3[CH2:21][CH2:20][CH2:19][CH2:18][C:17]=3[C:3]=12. The yield is 0.370.